Dataset: Forward reaction prediction with 1.9M reactions from USPTO patents (1976-2016). Task: Predict the product of the given reaction. (1) Given the reactants [N:1]1([CH2:7][CH2:8][NH:9][C:10]([C:12]2[N:17]=[CH:16][C:15]3[N:18]=[CH:19][NH:20][C:14]=3[CH:13]=2)=[O:11])[CH2:6][CH2:5][O:4][CH2:3][CH2:2]1.Cl[C:22]1([C:28]([O:30][CH3:31])=[O:29])[C:26](=[O:27])[CH:25]=[CH:24][S:23]1, predict the reaction product. The product is: [OH:27][C:26]1[CH:25]=[C:24]([N:20]2[C:14]3[CH:13]=[C:12]([C:10](=[O:11])[NH:9][CH2:8][CH2:7][N:1]4[CH2:6][CH2:5][O:4][CH2:3][CH2:2]4)[N:17]=[CH:16][C:15]=3[N:18]=[CH:19]2)[S:23][C:22]=1[C:28]([O:30][CH3:31])=[O:29]. (2) The product is: [CH2:6]([O:5][CH:37]([CH2:38][O:39][CH2:6][CH2:7][CH2:8][CH2:9][CH2:10][CH2:11][CH2:12][CH2:13]/[CH:14]=[CH:15]\[CH2:16]/[CH:17]=[CH:18]\[CH2:19][CH2:20][CH2:21][CH2:22][CH3:23])[CH2:36][N:33]1[CH2:34][CH2:35][N:30]([C:24]2[CH:29]=[CH:28][CH:27]=[CH:26][CH:25]=2)[CH2:31][CH2:32]1)[CH2:7][CH2:8][CH2:9][CH2:10][CH2:11][CH2:12][CH2:13]/[CH:14]=[CH:15]\[CH2:16]/[CH:17]=[CH:18]\[CH2:19][CH2:20][CH2:21][CH2:22][CH3:23]. Given the reactants CS([O:5][CH2:6][CH2:7][CH2:8][CH2:9][CH2:10][CH2:11][CH2:12][CH2:13]/[CH:14]=[CH:15]\[CH2:16]/[CH:17]=[CH:18]\[CH2:19][CH2:20][CH2:21][CH2:22][CH3:23])(=O)=O.[C:24]1([N:30]2[CH2:35][CH2:34][N:33]([CH2:36][CH:37](O)[CH2:38][OH:39])[CH2:32][CH2:31]2)[CH:29]=[CH:28][CH:27]=[CH:26][CH:25]=1.[H-].[Na+], predict the reaction product. (3) Given the reactants [CH:1]([S:14][CH2:15][C:16]([OH:18])=O)([C:8]1[CH:13]=[CH:12][CH:11]=[CH:10][CH:9]=1)[C:2]1[CH:7]=[CH:6][CH:5]=[CH:4][CH:3]=1.[CH2:19]([NH2:23])[CH2:20][CH2:21][CH3:22], predict the reaction product. The product is: [CH:1]([S:14][CH2:15][C:16]([NH:23][CH2:19][CH2:20][CH2:21][CH3:22])=[O:18])([C:2]1[CH:3]=[CH:4][CH:5]=[CH:6][CH:7]=1)[C:8]1[CH:9]=[CH:10][CH:11]=[CH:12][CH:13]=1. (4) Given the reactants [Cl:1][C:2]1[CH:3]=[C:4]([N:9]2[C:13]([C:14]3[CH:19]=[CH:18][N:17]=[C:16]([Cl:20])[CH:15]=3)=[CH:12][C:11]([C:21](O)=[O:22])=[N:10]2)[CH:5]=[CH:6][C:7]=1[F:8].ClC1C=C(C2N(C3C=NC=CC=3)N=C(C([N:45]3[CH2:50][CH2:49][NH:48][C:47](=[O:51])[CH2:46]3)=O)C=2)C=C(F)C=1.O=C1CNCCN1, predict the reaction product. The product is: [Cl:1][C:2]1[CH:3]=[C:4]([N:9]2[C:13]([C:14]3[CH:19]=[CH:18][N:17]=[C:16]([Cl:20])[CH:15]=3)=[CH:12][C:11]([C:21]([N:45]3[CH2:50][CH2:49][NH:48][C:47](=[O:51])[CH2:46]3)=[O:22])=[N:10]2)[CH:5]=[CH:6][C:7]=1[F:8]. (5) Given the reactants [CH2:1]([O:3][C:4]1[CH:5]=[C:6]([CH:12]([N:18]2[CH2:26][C:25]3[C:20](=[CH:21][CH:22]=[CH:23][CH:24]=3)[C:19]2=[O:27])[CH2:13][C:14]([NH:16][OH:17])=[O:15])[CH:7]=[CH:8][C:9]=1[O:10][CH3:11])[CH3:2].[C:28](OC(=O)C)(=[O:30])[CH3:29], predict the reaction product. The product is: [C:28]([O:17][NH:16][C:14](=[O:15])[CH2:13][CH:12]([C:6]1[CH:7]=[CH:8][C:9]([O:10][CH3:11])=[C:4]([O:3][CH2:1][CH3:2])[CH:5]=1)[N:18]1[CH2:26][C:25]2[C:20](=[CH:21][CH:22]=[CH:23][CH:24]=2)[C:19]1=[O:27])(=[O:30])[CH3:29]. (6) Given the reactants [Br:1][C:2]1[CH:7]=[CH:6][C:5]([F:8])=[CH:4][C:3]=1[OH:9].Br[CH2:11][C:12]([O:14][CH3:15])=[O:13].C(=O)([O-])[O-].[K+].[K+].O, predict the reaction product. The product is: [CH3:15][O:14][C:12](=[O:13])[CH2:11][O:9][C:3]1[CH:4]=[C:5]([F:8])[CH:6]=[CH:7][C:2]=1[Br:1].